From a dataset of Catalyst prediction with 721,799 reactions and 888 catalyst types from USPTO. Predict which catalyst facilitates the given reaction. (1) Reactant: [C:1]([C:4]12[CH2:11][CH2:10][C:7]([NH:12][C:13](=[O:19])[O:14][C:15]([CH3:18])([CH3:17])[CH3:16])([CH2:8][CH2:9]1)[CH2:6][O:5]2)(=[O:3])[CH3:2].[CH3:20][Si:21]([N-][Si:21]([CH3:23])([CH3:22])[CH3:20])([CH3:23])[CH3:22].[Li+].Cl[Si](C)(C)C.[Cl-].[NH4+]. Product: [CH3:20][Si:21]([CH3:23])([CH3:22])[O:3][C:1]([C:4]12[CH2:11][CH2:10][C:7]([NH:12][C:13](=[O:19])[O:14][C:15]([CH3:18])([CH3:17])[CH3:16])([CH2:8][CH2:9]1)[CH2:6][O:5]2)=[CH2:2]. The catalyst class is: 7. (2) Reactant: [Br:1][C:2]1[CH:7]=[CH:6][C:5]([C:8](=O)[CH2:9][C:10](=O)[C:11]([F:14])([F:13])[F:12])=[CH:4][CH:3]=1.O.[NH2:18][NH2:19]. Product: [Br:1][C:2]1[CH:7]=[CH:6][C:5]([C:8]2[NH:19][N:18]=[C:10]([C:11]([F:14])([F:13])[F:12])[CH:9]=2)=[CH:4][CH:3]=1. The catalyst class is: 24. (3) Reactant: [CH2:1]=P(C1C=CC=CC=1)(C1C=CC=CC=1)C1C=CC=CC=1.CC(C)([O-])C.[K+].[CH:27]([C:29]1[CH:36]=[CH:35][C:32]([CH:33]=[CH2:34])=[CH:31][CH:30]=1)=O.O. Product: [CH:27]([C:29]1[CH:36]=[CH:35][C:32]([CH:33]=[CH2:34])=[CH:31][CH:30]=1)=[CH2:1]. The catalyst class is: 597. (4) Reactant: [NH2:1][C:2]1[N:7]=[CH:6][N:5]=[C:4]2[N:8]([CH:12]([C:14]3[O:15][C:16]4[C:21]([C:22](=[O:31])[C:23]=3[C:24]3[CH:29]=[CH:28][CH:27]=[C:26]([F:30])[CH:25]=3)=[CH:20][CH:19]=[CH:18][CH:17]=4)[CH3:13])[N:9]=[C:10](I)[C:3]=12.[CH3:32][C:33]1[C:41]2[C:36](=[CH:37][C:38](B3OC(C)(C)C(C)(C)O3)=[CH:39][CH:40]=2)[NH:35][CH:34]=1.C(=O)([O-])[O-].[Na+].[Na+].ClCCl. Product: [NH2:1][C:2]1[N:7]=[CH:6][N:5]=[C:4]2[N:8]([CH:12]([C:14]3[O:15][C:16]4[C:21]([C:22](=[O:31])[C:23]=3[C:24]3[CH:29]=[CH:28][CH:27]=[C:26]([F:30])[CH:25]=3)=[CH:20][CH:19]=[CH:18][CH:17]=4)[CH3:13])[N:9]=[C:10]([C:38]3[CH:37]=[C:36]4[C:41]([C:33]([CH3:32])=[CH:34][NH:35]4)=[CH:40][CH:39]=3)[C:3]=12. The catalyst class is: 615.